From a dataset of NCI-60 drug combinations with 297,098 pairs across 59 cell lines. Regression. Given two drug SMILES strings and cell line genomic features, predict the synergy score measuring deviation from expected non-interaction effect. (1) Drug 1: CC(CN1CC(=O)NC(=O)C1)N2CC(=O)NC(=O)C2. Drug 2: CC1C(C(CC(O1)OC2CC(CC3=C2C(=C4C(=C3O)C(=O)C5=C(C4=O)C(=CC=C5)OC)O)(C(=O)C)O)N)O.Cl. Cell line: CAKI-1. Synergy scores: CSS=46.0, Synergy_ZIP=-11.8, Synergy_Bliss=-3.80, Synergy_Loewe=-0.196, Synergy_HSA=2.64. (2) Drug 1: C1CCC(CC1)NC(=O)N(CCCl)N=O. Drug 2: COC1=NC(=NC2=C1N=CN2C3C(C(C(O3)CO)O)O)N. Cell line: NCI-H522. Synergy scores: CSS=23.1, Synergy_ZIP=-5.46, Synergy_Bliss=0.851, Synergy_Loewe=1.13, Synergy_HSA=2.70. (3) Drug 1: C1=NC2=C(N1)C(=S)N=C(N2)N. Drug 2: COC1=C2C(=CC3=C1OC=C3)C=CC(=O)O2. Cell line: RXF 393. Synergy scores: CSS=0.512, Synergy_ZIP=-2.46, Synergy_Bliss=-2.51, Synergy_Loewe=-12.5, Synergy_HSA=-4.91. (4) Drug 1: C1CC(=O)NC(=O)C1N2CC3=C(C2=O)C=CC=C3N. Drug 2: C1CNP(=O)(OC1)N(CCCl)CCCl. Cell line: NCI-H460. Synergy scores: CSS=1.36, Synergy_ZIP=-1.79, Synergy_Bliss=-3.10, Synergy_Loewe=0.465, Synergy_HSA=-1.99. (5) Drug 1: COC1=NC(=NC2=C1N=CN2C3C(C(C(O3)CO)O)O)N. Drug 2: CC(C)CN1C=NC2=C1C3=CC=CC=C3N=C2N. Cell line: HT29. Synergy scores: CSS=-4.43, Synergy_ZIP=3.33, Synergy_Bliss=4.13, Synergy_Loewe=-3.42, Synergy_HSA=-2.87.